This data is from Reaction yield outcomes from USPTO patents with 853,638 reactions. The task is: Predict the reaction yield, written as a fraction of the theoretical maximum amount of product (1.0 means a 100% yield; for example, 0.34 means a 34% yield). (1) The yield is 0.610. The product is [N:21]1[CH:22]=[CH:23][CH:24]=[C:19]([N:6]2[CH2:7][C@@H:1]3[C@H:5]2[CH2:4][N:3]([C:8]([O:10][CH2:11][C:12]2[CH:17]=[CH:16][CH:15]=[CH:14][CH:13]=2)=[O:9])[CH2:2]3)[CH:20]=1. The reactants are [C@@H:1]12[CH2:7][NH:6][C@@H:5]1[CH2:4][N:3]([C:8]([O:10][CH2:11][C:12]1[CH:17]=[CH:16][CH:15]=[CH:14][CH:13]=1)=[O:9])[CH2:2]2.Br[C:19]1[CH:20]=[N:21][CH:22]=[CH:23][CH:24]=1. No catalyst specified. (2) The reactants are [F:1][C:2]1[CH:3]=[C:4]([C:11]([NH:13][NH:14][C:15](=O)[CH2:16][CH2:17][C@@H:18]([NH:30][C:31](=[O:37])[O:32][C:33]([CH3:36])([CH3:35])[CH3:34])[CH2:19][C:20]2[CH:21]=[N:22][C:23]([C:26]([F:29])([F:28])[F:27])=[CH:24][CH:25]=2)=O)[CH:5]=[CH:6][C:7]=1[N+:8]([O-:10])=[O:9].COC1C=CC(P2(SP(C3C=CC(OC)=CC=3)(=S)S2)=[S:48])=CC=1. The catalyst is C1COCC1. The product is [F:1][C:2]1[CH:3]=[C:4]([C:11]2[S:48][C:15]([CH2:16][CH2:17][C@@H:18]([NH:30][C:31](=[O:37])[O:32][C:33]([CH3:36])([CH3:35])[CH3:34])[CH2:19][C:20]3[CH:21]=[N:22][C:23]([C:26]([F:29])([F:28])[F:27])=[CH:24][CH:25]=3)=[N:14][N:13]=2)[CH:5]=[CH:6][C:7]=1[N+:8]([O-:10])=[O:9]. The yield is 0.891.